Dataset: Peptide-MHC class I binding affinity with 185,985 pairs from IEDB/IMGT. Task: Regression. Given a peptide amino acid sequence and an MHC pseudo amino acid sequence, predict their binding affinity value. This is MHC class I binding data. (1) The peptide sequence is ETESATLFT. The MHC is HLA-B57:01 with pseudo-sequence HLA-B57:01. The binding affinity (normalized) is 0.0847. (2) The peptide sequence is ASDYSQGAF. The MHC is HLA-B18:01 with pseudo-sequence HLA-B18:01. The binding affinity (normalized) is 0.213. (3) The peptide sequence is AVYSSSMVK. The MHC is HLA-B40:01 with pseudo-sequence HLA-B40:01. The binding affinity (normalized) is 0.0847. (4) The peptide sequence is RRQDILDLWIY. The MHC is HLA-B45:01 with pseudo-sequence HLA-B45:01. The binding affinity (normalized) is 0. (5) The peptide sequence is RDYVDRFFKTL. The MHC is HLA-A30:02 with pseudo-sequence HLA-A30:02. The binding affinity (normalized) is 0.0266. (6) The peptide sequence is TTNNLLEQL. The MHC is HLA-A02:02 with pseudo-sequence HLA-A02:02. The binding affinity (normalized) is 0.556. (7) The peptide sequence is TTANWLWAL. The MHC is HLA-A68:02 with pseudo-sequence HLA-A68:02. The binding affinity (normalized) is 0.829. (8) The peptide sequence is HFANYNFTL. The MHC is HLA-A02:01 with pseudo-sequence HLA-A02:01. The binding affinity (normalized) is 0.315. (9) The peptide sequence is AAKKKGASL. The MHC is HLA-B27:05 with pseudo-sequence HLA-B27:05. The binding affinity (normalized) is 0.0847.